Dataset: Catalyst prediction with 721,799 reactions and 888 catalyst types from USPTO. Task: Predict which catalyst facilitates the given reaction. (1) Reactant: [N:1]1[C:10]2[C:5](=[CH:6][C:7]([C:11]([NH2:13])=O)=[CH:8][CH:9]=2)[CH:4]=[CH:3][CH:2]=1.C(N(CC)CC)C.FC(F)(F)C(OC(=O)C(F)(F)F)=O. Product: [N:1]1[C:10]2[C:5](=[CH:6][C:7]([C:11]#[N:13])=[CH:8][CH:9]=2)[CH:4]=[CH:3][CH:2]=1. The catalyst class is: 2. (2) Reactant: C1(P(C2C=CC=CC=2)C2C=CC=CC=2)C=CC=CC=1.[N:20]([CH2:23][C@H:24]1[O:28][C:27](=[O:29])[N:26]([C:30]2[CH:35]=[CH:34][C:33]([S:36][C:37]([C:50]3[CH:55]=[CH:54][CH:53]=[CH:52][CH:51]=3)([C:44]3[CH:49]=[CH:48][CH:47]=[CH:46][CH:45]=3)[C:38]3[CH:43]=[CH:42][CH:41]=[CH:40][CH:39]=3)=[C:32]([F:56])[CH:31]=2)[CH2:25]1)=[N+]=[N-].O. Product: [NH2:20][CH2:23][C@@H:24]1[O:28][C:27](=[O:29])[N:26]([C:30]2[CH:35]=[CH:34][C:33]([S:36][C:37]([C:38]3[CH:39]=[CH:40][CH:41]=[CH:42][CH:43]=3)([C:44]3[CH:45]=[CH:46][CH:47]=[CH:48][CH:49]=3)[C:50]3[CH:55]=[CH:54][CH:53]=[CH:52][CH:51]=3)=[C:32]([F:56])[CH:31]=2)[CH2:25]1. The catalyst class is: 1. (3) Reactant: [F:1][C:2]1[CH:7]=[C:6]([Br:8])[CH:5]=[CH:4][C:3]=1[CH:9]([CH3:13])[C:10]([OH:12])=[O:11].CI.[C:16](=O)([O-])[O-].[K+].[K+].CCOC(C)=O. Product: [F:1][C:2]1[CH:7]=[C:6]([Br:8])[CH:5]=[CH:4][C:3]=1[CH:9]([CH3:13])[C:10]([O:12][CH3:16])=[O:11]. The catalyst class is: 18. (4) Reactant: O=[C:2]1[CH2:6][CH2:5][C@@H:4]([C:7]([O:9][CH2:10][C:11]2[CH:16]=[CH:15][CH:14]=[CH:13][CH:12]=2)=[O:8])[CH2:3]1.[CH2:17](B1OC(C)(C)C(C)(C)O1)[CH:18]=[CH2:19].[NH3:29]. Product: [CH2:17]([C:2]1([NH2:29])[CH2:6][CH2:5][C@@H:4]([C:7]([O:9][CH2:10][C:11]2[CH:16]=[CH:15][CH:14]=[CH:13][CH:12]=2)=[O:8])[CH2:3]1)[CH:18]=[CH2:19]. The catalyst class is: 5. (5) Reactant: [Cl:1][C:2]1[CH:3]=[N:4][CH:5]=[C:6]([Cl:25])[C:7]=1[S:8][C:9]1[S:13][C:12]([C:14]([NH:16][CH:17]2[CH2:21][CH2:20][NH:19][CH2:18]2)=[O:15])=[CH:11][C:10]=1[N+:22]([O-:24])=[O:23].[C:26](Cl)(=[O:28])[CH3:27].C(N(CC)CC)C. Product: [C:26]([N:19]1[CH2:20][CH2:21][CH:17]([NH:16][C:14]([C:12]2[S:13][C:9]([S:8][C:7]3[C:6]([Cl:25])=[CH:5][N:4]=[CH:3][C:2]=3[Cl:1])=[C:10]([N+:22]([O-:24])=[O:23])[CH:11]=2)=[O:15])[CH2:18]1)(=[O:28])[CH3:27]. The catalyst class is: 7.